Dataset: Catalyst prediction with 721,799 reactions and 888 catalyst types from USPTO. Task: Predict which catalyst facilitates the given reaction. (1) Product: [C:1]([O:5][C:6](=[O:39])[N:7]([CH:9]([C:11](=[O:38])[NH:12][CH:13]([C:18]([N:20]1[CH2:24][CH2:23][CH:22]2[N:25]([S:50]([CH3:49])(=[O:52])=[O:51])[CH2:26][CH:27]([CH2:28][O:29][C:30]3[CH:35]=[CH:34][C:33]([F:36])=[C:32]([F:37])[CH:31]=3)[CH:21]12)=[O:19])[C:14]([CH3:16])([CH3:17])[CH3:15])[CH3:10])[CH3:8])([CH3:2])([CH3:3])[CH3:4]. Reactant: [C:1]([O:5][C:6](=[O:39])[N:7]([CH:9]([C:11](=[O:38])[NH:12][CH:13]([C:18]([N:20]1[CH2:24][CH2:23][CH:22]2[NH:25][CH2:26][CH:27]([CH2:28][O:29][C:30]3[CH:35]=[CH:34][C:33]([F:36])=[C:32]([F:37])[CH:31]=3)[CH:21]12)=[O:19])[C:14]([CH3:17])([CH3:16])[CH3:15])[CH3:10])[CH3:8])([CH3:4])([CH3:3])[CH3:2].CCN(C(C)C)C(C)C.[CH3:49][S:50](Cl)(=[O:52])=[O:51]. The catalyst class is: 64. (2) Reactant: C[O:2][C:3]([CH:5]1[CH:11]([C:12](OC)=[O:13])[CH:10]2[O:16][CH:6]1[CH2:7][C:8]([C:18]1[N:26](C3CCCCO3)[C:25]3[C:24](=[O:33])[N:23]([CH2:34][CH2:35][CH3:36])[C:22](=[O:37])[N:21]([CH2:38][CH2:39][CH3:40])[C:20]=3[N:19]=1)([OH:17])[CH2:9]2)=O.[Li+].[BH4-]. Product: [OH:17][C:8]1([C:18]2[NH:26][C:25]3[C:24](=[O:33])[N:23]([CH2:34][CH2:35][CH3:36])[C:22](=[O:37])[N:21]([CH2:38][CH2:39][CH3:40])[C:20]=3[N:19]=2)[CH2:7][CH:6]2[O:16][CH:10]([CH:11]([CH2:12][OH:13])[CH:5]2[CH2:3][OH:2])[CH2:9]1. The catalyst class is: 1. (3) Reactant: [CH:1]1([C:4]2[CH:5]=[N:6][C:7]([NH:17][C:18]3[CH:26]=[CH:25][CH:24]=[C:23]4[C:19]=3[CH:20]=[CH:21][N:22]4[CH2:27][CH:28]3[CH2:33][CH2:32][CH2:31][CH2:30][O:29]3)=[C:8]([CH:16]=2)[C:9]([O:11]C(C)(C)C)=[O:10])[CH2:3][CH2:2]1. Product: [CH:1]1([C:4]2[CH:5]=[N:6][C:7]([NH:17][C:18]3[CH:26]=[CH:25][CH:24]=[C:23]4[C:19]=3[CH:20]=[CH:21][N:22]4[CH2:27][CH:28]3[CH2:33][CH2:32][CH2:31][CH2:30][O:29]3)=[C:8]([CH:16]=2)[C:9]([OH:11])=[O:10])[CH2:2][CH2:3]1. The catalyst class is: 281. (4) Reactant: C([O:4][C@H:5]1[CH2:29][CH2:28][C@@:27]2([CH3:30])[C@@H:7]([C@@H:8]([OH:32])[CH2:9][C:10]3[C@H:11]4[C@:23]([CH3:31])([CH2:24][CH2:25][C:26]=32)[C@@H:14]([C@H:15]([CH3:22])[CH2:16][CH2:17][CH2:18][CH:19]([CH3:21])[CH3:20])[CH2:13][CH2:12]4)[CH2:6]1)(=O)C.[K]. Product: [CH3:21][CH:19]([CH2:18][CH2:17][CH2:16][C@H:15]([C@@H:14]1[C@:23]2([CH3:31])[C@H:11]([C:10]3[CH2:9][C@@H:8]([OH:32])[C@H:7]4[C@:27]([C:26]=3[CH2:25][CH2:24]2)([CH3:30])[CH2:28][CH2:29][C@H:5]([OH:4])[CH2:6]4)[CH2:12][CH2:13]1)[CH3:22])[CH3:20]. The catalyst class is: 8. (5) Reactant: Cl.[Br:2][C:3]1[CH:8]=[CH:7][C:6]([NH:9]N)=[CH:5][CH:4]=1.[C:11]1(=O)[CH2:16][CH2:15][CH2:14][CH2:13][CH2:12]1. Product: [Br:2][C:3]1[CH:8]=[C:7]2[C:6](=[CH:5][CH:4]=1)[NH:9][C:12]1[CH2:13][CH2:14][CH2:15][CH2:16][C:11]2=1. The catalyst class is: 8.